Predict which catalyst facilitates the given reaction. From a dataset of Catalyst prediction with 721,799 reactions and 888 catalyst types from USPTO. (1) Reactant: [S:1]1[C:5]2[CH:6]=[C:7]([C:9](OCC)=[O:10])[NH:8][C:4]=2[N:3]=[CH:2]1.[H-].[Al+3].[Li+].[H-].[H-].[H-]. Product: [S:1]1[C:5]2[CH:6]=[C:7]([CH2:9][OH:10])[NH:8][C:4]=2[N:3]=[CH:2]1. The catalyst class is: 7. (2) Reactant: [F-].C([N+](CCCC)(CCCC)CCCC)CCC.[Si]([O:36][CH2:37][CH2:38][O:39][CH2:40][C@H:41]([O:52][C:53]1[N:58]=[CH:57][N:56]=[C:55]2[N:59]([C:62]3[CH:67]=[CH:66][CH:65]=[C:64]([Cl:68])[C:63]=3[CH3:69])[N:60]=[CH:61][C:54]=12)[C:42]([NH:44][C:45]1[CH:50]=[CH:49][C:48]([CH3:51])=[CH:47][N:46]=1)=[O:43])(C(C)(C)C)(C1C=CC=CC=1)C1C=CC=CC=1.[Cl-].[NH4+]. Product: [Cl:68][C:64]1[C:63]([CH3:69])=[C:62]([N:59]2[C:55]3[N:56]=[CH:57][N:58]=[C:53]([O:52][C@@H:41]([CH2:40][O:39][CH2:38][CH2:37][OH:36])[C:42]([NH:44][C:45]4[CH:50]=[CH:49][C:48]([CH3:51])=[CH:47][N:46]=4)=[O:43])[C:54]=3[CH:61]=[N:60]2)[CH:67]=[CH:66][CH:65]=1. The catalyst class is: 49. (3) Reactant: [NH:1]1[CH:5]=[C:4]([CH2:6][CH2:7][NH:8][C:9](=[O:25])[NH:10][C@@H:11]([CH2:16][C:17]2[CH:22]=[CH:21][C:20]([O:23][CH3:24])=[CH:19][CH:18]=2)[C:12]([O:14]C)=[O:13])[N:3]=[CH:2]1.[OH-].[Li+].O1CCCC1. Product: [NH:1]1[CH:5]=[C:4]([CH2:6][CH2:7][NH:8][C:9](=[O:25])[NH:10][CH:11]([CH2:16][C:17]2[CH:18]=[CH:19][C:20]([O:23][CH3:24])=[CH:21][CH:22]=2)[C:12]([OH:14])=[O:13])[N:3]=[CH:2]1. The catalyst class is: 6. (4) Reactant: B(Br)(Br)Br.[Cl:5][C:6]1[CH:15]=[C:14]([O:16]C)[C:13]([Cl:18])=[C:12]2[C:7]=1[CH2:8][CH2:9][N:10](C(OC(C)(C)C)=O)[C:11]2=[O:19].O. Product: [Cl:5][C:6]1[CH:15]=[C:14]([OH:16])[C:13]([Cl:18])=[C:12]2[C:7]=1[CH2:8][CH2:9][NH:10][C:11]2=[O:19]. The catalyst class is: 4. (5) Reactant: [Cl:1][C:2]1[CH:7]=[C:6]([F:8])[CH:5]=[CH:4][C:3]=1[C:9]([C:11]1[C:12]([CH3:26])=[N:13][N:14]([CH3:25])[C:15]=1[C:16]1[C:21]([F:22])=[CH:20][C:19]([OH:23])=[CH:18][C:17]=1[F:24])=[O:10].C(=O)([O-])[O-].[K+].[K+].I[CH2:34][CH:35]1[CH2:37][CH2:36]1. Product: [Cl:1][C:2]1[CH:7]=[C:6]([F:8])[CH:5]=[CH:4][C:3]=1[C:9]([C:11]1[C:12]([CH3:26])=[N:13][N:14]([CH3:25])[C:15]=1[C:16]1[C:21]([F:22])=[CH:20][C:19]([O:23][CH2:34][CH:35]2[CH2:37][CH2:36]2)=[CH:18][C:17]=1[F:24])=[O:10]. The catalyst class is: 35. (6) The catalyst class is: 18. Reactant: CCN(C(C)C)C(C)C.[CH3:10][NH:11][C:12](=[O:22])[C:13]1[CH:21]=[CH:20][C:16]([C:17](O)=[O:18])=[CH:15][CH:14]=1.CCN=C=NCCCN(C)C.C1C=CC2N(O)N=NC=2C=1.[NH2:44][CH2:45][C:46]([N:48]1[CH2:53][CH2:52][N:51]([C:54](=[O:65])[C:55]2[CH:60]=[CH:59][CH:58]=[CH:57][C:56]=2[C:61]([F:64])([F:63])[F:62])[CH2:50][CH2:49]1)=[O:47].Cl. Product: [CH3:10][NH:11][C:12](=[O:22])[C:13]1[CH:21]=[CH:20][C:16]([C:17]([NH:44][CH2:45][C:46](=[O:47])[N:48]2[CH2:49][CH2:50][N:51]([C:54](=[O:65])[C:55]3[CH:60]=[CH:59][CH:58]=[CH:57][C:56]=3[C:61]([F:64])([F:62])[F:63])[CH2:52][CH2:53]2)=[O:18])=[CH:15][CH:14]=1. (7) Reactant: [N+:1]([C:4]1[CH:5]=[C:6]2[C:11](=[CH:12][CH:13]=1)[N:10]=[C:9]([C:14]([O:16][CH2:17][CH3:18])=[O:15])[CH:8]=[N:7]2)([O-])=O. Product: [NH2:1][C:4]1[CH:5]=[C:6]2[C:11](=[CH:12][CH:13]=1)[N:10]=[C:9]([C:14]([O:16][CH2:17][CH3:18])=[O:15])[CH:8]=[N:7]2. The catalyst class is: 29. (8) Reactant: [Br:1][C:2]1[C:8]([CH3:9])=[CH:7][CH:6]=[CH:5][C:3]=1[NH2:4].C[Si]([N-][Si](C)(C)C)(C)C.[Na+].[C:20](O[C:20]([O:22][C:23]([CH3:26])([CH3:25])[CH3:24])=[O:21])([O:22][C:23]([CH3:26])([CH3:25])[CH3:24])=[O:21]. Product: [Br:1][C:2]1[C:8]([CH3:9])=[CH:7][CH:6]=[CH:5][C:3]=1[NH:4][C:20](=[O:21])[O:22][C:23]([CH3:26])([CH3:25])[CH3:24]. The catalyst class is: 7. (9) Reactant: [C:1](Cl)(=[O:5])[C:2](Cl)=[O:3].ClCCl.[F:10][C:11]1[CH:16]=[CH:15][C:14]([C@H:17]2[NH:21][C@@H:20]([C@@H:22]([OH:24])[CH3:23])[CH2:19][CH2:18]2)=[CH:13][CH:12]=1.N1C=CC=CC=1. Product: [F:10][C:11]1[CH:16]=[CH:15][C:14]([C@H:17]2[N:21]3[C@@H:20]([C@H:22]([CH3:23])[O:24][C:1](=[O:5])[C:2]3=[O:3])[CH2:19][CH2:18]2)=[CH:13][CH:12]=1. The catalyst class is: 6. (10) Product: [Cl:7][C:8]1[CH:13]=[CH:12][C:11]([N+:14]([O-:16])=[O:15])=[C:10]([CH:9]=1)[CH2:18][C:19]1[CH:24]=[CH:23][CH:22]=[CH:21][N:20]=1. The catalyst class is: 16. Reactant: CC(C)([O-])C.[K+].[Cl:7][C:8]1[CH:13]=[CH:12][C:11]([N+:14]([O-:16])=[O:15])=[CH:10][CH:9]=1.Cl[CH2:18][C:19]1[CH:24]=[CH:23][CH:22]=[CH:21][N:20]=1.[Cl-].[NH4+].